Dataset: Forward reaction prediction with 1.9M reactions from USPTO patents (1976-2016). Task: Predict the product of the given reaction. (1) The product is: [C:49]([O:1][CH2:2][C:3]1[NH:7][C:6]2[CH:8]=[C:9]([NH:15][C:16]([C:18]3[CH:23]=[CH:22][CH:21]=[CH:20][C:19]=3[C:24]([F:26])([F:25])[F:27])=[O:17])[CH:10]=[C:11]([C:12](=[O:13])[NH:31][C:32]3[CH:33]=[CH:38][CH:37]=[C:54]([Cl:56])[C:34]=3[CH3:57])[C:5]=2[N:4]=1)(=[O:51])[CH3:48]. Given the reactants [OH:1][CH2:2][C:3]1[NH:7][C:6]2[CH:8]=[C:9]([NH:15][C:16]([C:18]3[CH:23]=[CH:22][CH:21]=[CH:20][C:19]=3[C:24]([F:27])([F:26])[F:25])=[O:17])[CH:10]=[C:11]([C:12](O)=[O:13])[C:5]=2[N:4]=1.C([N:31](CC)[CH:32]([CH3:34])[CH3:33])(C)C.[C:37](Cl)(=O)[CH3:38].C(O)(=O)CC([CH2:48][C:49]([OH:51])=O)(C(O)=O)O.[CH2:54]([Cl:56])Cl.[CH2:57]1COCC1, predict the reaction product. (2) Given the reactants [CH2:1]([O:8][C:9]1[C:10]([C:23]([O:25]CC)=O)=[C:11]([CH:21]=O)[N:12]2[CH:17]([CH3:18])[CH2:16][N:15]([CH3:19])[C:14](=[O:20])[C:13]=12)[C:2]1[CH:7]=[CH:6][CH:5]=[CH:4][CH:3]=1.O.[NH2:29][NH2:30], predict the reaction product. The product is: [CH2:1]([O:8][C:9]1[C:10]2[C:23](=[O:25])[NH:30][N:29]=[CH:21][C:11]=2[N:12]2[CH:17]([CH3:18])[CH2:16][N:15]([CH3:19])[C:14](=[O:20])[C:13]=12)[C:2]1[CH:3]=[CH:4][CH:5]=[CH:6][CH:7]=1. (3) Given the reactants [OH:1][CH2:2][CH2:3][N:4]([CH3:8])[C:5](=[O:7])[CH3:6].Cl[C:10]1[N:11]=[C:12]([OH:20])[C:13]2[CH:19]=[CH:18][N:17]=[CH:16][C:14]=2[N:15]=1, predict the reaction product. The product is: [OH:20][C:12]1[C:13]2[CH:19]=[CH:18][N:17]=[CH:16][C:14]=2[N:15]=[C:10]([O:1][CH2:2][CH2:3][N:4]([CH3:8])[C:5](=[O:7])[CH3:6])[N:11]=1. (4) Given the reactants [F:1][C:2]([F:6])([F:5])[CH2:3][OH:4].C(N(CC)CC)C.[Br:14][CH2:15][CH2:16][C:17](Cl)=[O:18], predict the reaction product. The product is: [Br:14][CH2:15][CH2:16][C:17]([O:4][CH2:3][C:2]([F:6])([F:5])[F:1])=[O:18]. (5) Given the reactants [CH3:1][O:2][C:3]1[C:12]2[C:7](=[CH:8][CH:9]=[CH:10][CH:11]=2)[C:6]([O:13][CH3:14])=[CH:5][C:4]=1[CH:15]=O.CO[C:19]1C2C(=CC=CC=2)C(OC)=C[C:20]=1/[CH:31]=[C:32](\C)/[C:33]([O:35][CH2:36][CH3:37])=[O:34], predict the reaction product. The product is: [CH3:1][O:2][C:3]1[C:12]2[C:7](=[CH:8][CH:9]=[CH:10][CH:11]=2)[C:6]([O:13][CH3:14])=[CH:5][C:4]=1/[CH:15]=[C:32](\[CH2:31][CH2:20][CH3:19])/[C:33]([O:35][CH2:36][CH3:37])=[O:34]. (6) Given the reactants Br[C:2]1[CH:9]=[CH:8][C:5]([C:6]#[N:7])=[C:4]([F:10])[CH:3]=1.[NH2:11][C@H:12]1[CH2:17][CH2:16][C@H:15]([NH:18][C:19](=[O:25])[O:20][C:21]([CH3:24])([CH3:23])[CH3:22])[CH2:14][CH2:13]1, predict the reaction product. The product is: [C:6]([C:5]1[CH:8]=[CH:9][C:2]([NH:11][C@H:12]2[CH2:17][CH2:16][C@H:15]([NH:18][C:19](=[O:25])[O:20][C:21]([CH3:23])([CH3:22])[CH3:24])[CH2:14][CH2:13]2)=[CH:3][C:4]=1[F:10])#[N:7]. (7) Given the reactants [CH:1](=[C:7]1[CH2:11][CH2:10][CH2:9][C:8]1=[O:12])[CH2:2][CH2:3][CH2:4][CH2:5][CH3:6].BrBr, predict the reaction product. The product is: [CH2:1]([C:7]1[C:8](=[O:12])[CH2:9][CH2:10][CH:11]=1)[CH2:2][CH2:3][CH2:4][CH2:5][CH3:6]. (8) Given the reactants [C:1]1([CH2:7][C:8]([CH2:10][C:11]2[CH:16]=[CH:15][CH:14]=[CH:13][CH:12]=2)=[O:9])[CH:6]=[CH:5][CH:4]=[CH:3][CH:2]=1.[Br:17][C:18]1[C:28]2[C:29]3[C:21]([C:22](=O)[C:23](=O)[C:24]=3[CH:25]=[CH:26][CH:27]=2)=[CH:20][CH:19]=1.[OH-].[K+], predict the reaction product. The product is: [Br:17][C:18]1[CH:19]=[CH:20][C:21]2=[C:29]3[C:28]=1[CH:27]=[CH:26][CH:25]=[C:24]3[C:23]1[C:22]2=[C:10]([C:11]2[CH:12]=[CH:13][CH:14]=[CH:15][CH:16]=2)[C:8](=[O:9])[C:7]=1[C:1]1[CH:2]=[CH:3][CH:4]=[CH:5][CH:6]=1.